From a dataset of Reaction yield outcomes from USPTO patents with 853,638 reactions. Predict the reaction yield, written as a fraction of the theoretical maximum amount of product (1.0 means a 100% yield; for example, 0.34 means a 34% yield). (1) The product is [N:28]1([S:21]([C:2]2[CH:3]=[CH:4][C:5]3[C:6](=[O:20])[C:7]4[C:12](=[CH:11][C:10]([S:16]([N:28]5[CH2:29][CH2:30][CH2:5][CH2:4][CH2:3][CH2:33][CH2:31]5)(=[O:18])=[O:17])=[CH:9][CH:8]=4)[C:13](=[O:15])[C:14]=3[CH:1]=2)(=[O:23])=[O:22])[CH2:31][CH2:33][CH2:14][CH2:1][CH2:2][CH2:30][CH2:29]1. The reactants are [CH:1]1[C:14]2[C:13](=[O:15])[C:12]3[C:7](=[CH:8][CH:9]=[C:10]([S:16](Cl)(=[O:18])=[O:17])[CH:11]=3)[C:6](=[O:20])[C:5]=2[CH:4]=[CH:3][C:2]=1[S:21](Cl)(=[O:23])=[O:22].C([N:28]([CH:31]([CH3:33])C)[CH2:29][CH3:30])(C)C. The yield is 0.910. The catalyst is C(Cl)Cl. (2) The reactants are F[C:2]1[CH:3]=[CH:4][C:5]([N+:12]([O-:14])=[O:13])=[C:6]([C:8]([F:11])([F:10])[F:9])[CH:7]=1.CCN(CC)CC.S(C1C=CC(C)=CC=1)(O)(=O)=O.[CH3:33][C@H:34]1[CH2:38][CH2:37][CH2:36][NH:35]1. The catalyst is CC#N. The product is [CH3:33][C@H:34]1[CH2:38][CH2:37][CH2:36][N:35]1[C:2]1[CH:3]=[CH:4][C:5]([N+:12]([O-:14])=[O:13])=[C:6]([C:8]([F:11])([F:10])[F:9])[CH:7]=1. The yield is 0.940. (3) The reactants are Br[CH2:2][C:3]([C:5]1[CH:10]=[CH:9][C:8]([CH2:11][C@H:12]([NH:16][C:17](=[O:30])[C:18]2[CH:23]=[CH:22][C:21]([O:24][CH:25]([CH3:27])[CH3:26])=[C:20]([C:28]#[N:29])[CH:19]=2)[CH2:13][CH2:14][OH:15])=[CH:7][CH:6]=1)=O.[NH2:31][C:32]1[C:37]([CH3:38])=[CH:36][CH:35]=[CH:34][N:33]=1.C([O-])(O)=O.[Na+]. The catalyst is CC(O)C. The product is [C:28]([C:20]1[CH:19]=[C:18]([CH:23]=[CH:22][C:21]=1[O:24][CH:25]([CH3:27])[CH3:26])[C:17]([NH:16][C@@H:12]([CH2:11][C:8]1[CH:7]=[CH:6][C:5]([C:3]2[N:31]=[C:32]3[C:37]([CH3:38])=[CH:36][CH:35]=[CH:34][N:33]3[CH:2]=2)=[CH:10][CH:9]=1)[CH2:13][CH2:14][OH:15])=[O:30])#[N:29]. The yield is 0.700.